Dataset: Forward reaction prediction with 1.9M reactions from USPTO patents (1976-2016). Task: Predict the product of the given reaction. (1) Given the reactants [O:1]1[CH2:6][CH2:5][CH2:4][CH2:3][CH:2]1[O:7][CH2:8][CH2:9][N:10]1[CH:14]=[C:13](B2OC(C)(C)C(C)(C)O2)[CH:12]=[N:11]1.Cl[C:25]1[CH:26]=[C:27]([F:32])[C:28]([F:31])=[N:29][CH:30]=1.CC(C1C=C(C(C)C)C(C2C=CC=CC=2P(C2CCCCC2)C2CCCCC2)=C(C(C)C)C=1)C.P([O-])([O-])([O-])=O.[K+].[K+].[K+], predict the reaction product. The product is: [F:31][C:28]1[C:27]([F:32])=[CH:26][C:25]([C:13]2[CH:12]=[N:11][N:10]([CH2:9][CH2:8][O:7][CH:2]3[CH2:3][CH2:4][CH2:5][CH2:6][O:1]3)[CH:14]=2)=[CH:30][N:29]=1. (2) Given the reactants COB(OC)OC.C1(C(C2C=CC=CC=2)([C@@H]2CCCN2)O)C=CC=CC=1.[Br:27][C:28]1[CH:33]=[CH:32][C:31]([Cl:34])=[CH:30][C:29]=1[C:35](=[O:37])[CH3:36], predict the reaction product. The product is: [Br:27][C:28]1[CH:33]=[CH:32][C:31]([Cl:34])=[CH:30][C:29]=1[C@H:35]([OH:37])[CH3:36].